From a dataset of Reaction yield outcomes from USPTO patents with 853,638 reactions. Predict the reaction yield, written as a fraction of the theoretical maximum amount of product (1.0 means a 100% yield; for example, 0.34 means a 34% yield). (1) The reactants are [F:1][C:2]([F:14])([F:13])[C:3]1[C:7]([C:8]([O:10][CH2:11][CH3:12])=[O:9])=[CH:6][NH:5][N:4]=1.[F:15][C:16]1[CH:21]=[CH:20][CH:19]=[C:18](I)[CH:17]=1.C(=O)([O-])[O-].[Cs+].[Cs+].OC1C=CC=CC=1C=NO. The catalyst is [Cu]=O. The product is [F:15][C:16]1[CH:17]=[C:18]([N:5]2[CH:6]=[C:7]([C:8]([O:10][CH2:11][CH3:12])=[O:9])[C:3]([C:2]([F:1])([F:13])[F:14])=[N:4]2)[CH:19]=[CH:20][CH:21]=1. The yield is 0.790. (2) The reactants are [CH2:1]([C:8]1[C:9](=[O:18])[NH:10][C:11]([S:15][CH2:16][CH3:17])=[N:12][C:13]=1[CH3:14])[C:2]1[CH:7]=[CH:6][CH:5]=[CH:4][CH:3]=1.Br[CH2:20][C:21]1[CH:26]=[CH:25][C:24]([C:27]2[CH:32]=[CH:31][CH:30]=[CH:29][C:28]=2[C:33]2[N:37]=[C:36](C(Cl)(Cl)Cl)[O:35][N:34]=2)=[CH:23][CH:22]=1.C(=O)([O-])[O-:43].[Cs+].[Cs+]. The catalyst is CN(C)C=O.C(OCC)(=O)C. The product is [CH2:1]([C:8]1[C:9](=[O:18])[N:10]([CH2:20][C:21]2[CH:26]=[CH:25][C:24]([C:27]3[CH:32]=[CH:31][CH:30]=[CH:29][C:28]=3[C:33]3[NH:37][C:36](=[O:43])[O:35][N:34]=3)=[CH:23][CH:22]=2)[C:11]([S:15][CH2:16][CH3:17])=[N:12][C:13]=1[CH3:14])[C:2]1[CH:3]=[CH:4][CH:5]=[CH:6][CH:7]=1. The yield is 0.0600. (3) The reactants are Cl[C:2]1[C:11]2[C:6](=[CH:7][C:8]3[CH:15]=[C:14]([O:16][CH3:17])[C:13]([O:18][CH3:19])=[CH:12][C:9]=3[CH:10]=2)[N:5]=[CH:4][C:3]=1[C:20]#[N:21].[Cl:22][C:23]1[C:29]([O:30][CH3:31])=[CH:28][C:26]([NH2:27])=[C:25]([CH3:32])[CH:24]=1.Cl.N1C=CC=CC=1. The catalyst is C(OCCO)C. The product is [Cl:22][C:23]1[C:29]([O:30][CH3:31])=[CH:28][C:26]([NH:27][C:2]2[C:11]3[C:6](=[CH:7][C:8]4[CH:15]=[C:14]([O:16][CH3:17])[C:13]([O:18][CH3:19])=[CH:12][C:9]=4[CH:10]=3)[N:5]=[CH:4][C:3]=2[C:20]#[N:21])=[C:25]([CH3:32])[CH:24]=1. The yield is 0.821.